From a dataset of Peptide-MHC class I binding affinity with 185,985 pairs from IEDB/IMGT. Regression. Given a peptide amino acid sequence and an MHC pseudo amino acid sequence, predict their binding affinity value. This is MHC class I binding data. (1) The binding affinity (normalized) is 0. The MHC is Mamu-B08 with pseudo-sequence Mamu-B08. The peptide sequence is HLPLSPRTLN. (2) The peptide sequence is SSTCMMCYK. The MHC is HLA-A03:01 with pseudo-sequence HLA-A03:01. The binding affinity (normalized) is 0.586. (3) The MHC is HLA-A02:01 with pseudo-sequence HLA-A02:01. The peptide sequence is VPLRPMTY. The binding affinity (normalized) is 0. (4) The peptide sequence is SSYRMGINK. The MHC is HLA-A24:03 with pseudo-sequence HLA-A24:03. The binding affinity (normalized) is 0.0847. (5) The peptide sequence is AVFLSYIGY. The MHC is HLA-A03:01 with pseudo-sequence HLA-A03:01. The binding affinity (normalized) is 0.213. (6) The peptide sequence is KEAYCQEFFL. The MHC is HLA-B18:01 with pseudo-sequence HLA-B18:01. The binding affinity (normalized) is 0.0454.